Dataset: Retrosynthesis with 50K atom-mapped reactions and 10 reaction types from USPTO. Task: Predict the reactants needed to synthesize the given product. (1) Given the product CCOC(=O)C=Cc1ccc(OC)nc1, predict the reactants needed to synthesize it. The reactants are: C=CC(=O)OCC.COc1ccc(Br)cn1. (2) Given the product CC(C)Oc1cc(OCCN2CCN(C(=O)CN(C)C)CC2)cc2ncnc(Nc3c(Cl)cnc4c3OCO4)c12, predict the reactants needed to synthesize it. The reactants are: CC(C)Oc1cc(OCCN2CCNCC2)cc2ncnc(Nc3c(Cl)cnc4c3OCO4)c12.CN(C)CC(=O)Cl. (3) Given the product CC(C)(C)OC(=O)[C@H](Cc1ccc(OCCCC(=O)NC2=NCCCN2)cc1)NS(=O)(=O)c1ccc(C(F)(F)F)cc1, predict the reactants needed to synthesize it. The reactants are: CC(C)(C)OC(=O)[C@H](Cc1ccc(OCCCC(=O)O)cc1)NS(=O)(=O)c1ccc(C(F)(F)F)cc1.NC1=NCCCN1. (4) Given the product COc1cc2nncc(-c3ccc(N4CCN(C)C(=O)C4)nc3)c2cc1OC, predict the reactants needed to synthesize it. The reactants are: CN1CCNCC1=O.COc1cc2nncc(-c3ccc(F)nc3)c2cc1OC. (5) Given the product CN(C)CC(C)(C)Oc1ccc(Nc2cc(-c3cccc(-n4ncc5cc(C(C)(C)C)cc(F)c5c4=O)c3CO)nn(C)c2=O)nc1, predict the reactants needed to synthesize it. The reactants are: CC(=O)OCc1c(-c2cc(Nc3ccc(OC(C)(C)CN(C)C)cn3)c(=O)n(C)n2)cccc1-n1ncc2cc(C(C)(C)C)cc(F)c2c1=O. (6) Given the product CCCCc1nc2ccc(Nc3ccc([N+](=O)[O-])c4nonc34)cc2n1Cc1ccc(-c2ccccc2C(=O)O)cc1, predict the reactants needed to synthesize it. The reactants are: CCCCc1nc2ccc(N)cc2n1Cc1ccc(-c2ccccc2C(=O)O)cc1.O=[N+]([O-])c1ccc(Cl)c2nonc12.